From a dataset of NCI-60 drug combinations with 297,098 pairs across 59 cell lines. Regression. Given two drug SMILES strings and cell line genomic features, predict the synergy score measuring deviation from expected non-interaction effect. (1) Drug 1: CS(=O)(=O)C1=CC(=C(C=C1)C(=O)NC2=CC(=C(C=C2)Cl)C3=CC=CC=N3)Cl. Drug 2: CC1=C(C=C(C=C1)NC(=O)C2=CC=C(C=C2)CN3CCN(CC3)C)NC4=NC=CC(=N4)C5=CN=CC=C5. Cell line: MALME-3M. Synergy scores: CSS=3.55, Synergy_ZIP=0.433, Synergy_Bliss=0.694, Synergy_Loewe=-2.57, Synergy_HSA=-2.44. (2) Drug 1: CC=C1C(=O)NC(C(=O)OC2CC(=O)NC(C(=O)NC(CSSCCC=C2)C(=O)N1)C(C)C)C(C)C. Drug 2: B(C(CC(C)C)NC(=O)C(CC1=CC=CC=C1)NC(=O)C2=NC=CN=C2)(O)O. Cell line: HL-60(TB). Synergy scores: CSS=84.0, Synergy_ZIP=-0.713, Synergy_Bliss=-1.90, Synergy_Loewe=-13.3, Synergy_HSA=-2.41. (3) Drug 1: CC1=C(C(CCC1)(C)C)C=CC(=CC=CC(=CC(=O)O)C)C. Drug 2: C1=CN(C=N1)CC(O)(P(=O)(O)O)P(=O)(O)O. Cell line: T-47D. Synergy scores: CSS=13.0, Synergy_ZIP=5.12, Synergy_Bliss=7.04, Synergy_Loewe=7.37, Synergy_HSA=6.16. (4) Drug 1: CC1=C2C(C(=O)C3(C(CC4C(C3C(C(C2(C)C)(CC1OC(=O)C(C(C5=CC=CC=C5)NC(=O)OC(C)(C)C)O)O)OC(=O)C6=CC=CC=C6)(CO4)OC(=O)C)OC)C)OC. Drug 2: CCCS(=O)(=O)NC1=C(C(=C(C=C1)F)C(=O)C2=CNC3=C2C=C(C=N3)C4=CC=C(C=C4)Cl)F. Cell line: SW-620. Synergy scores: CSS=51.4, Synergy_ZIP=11.5, Synergy_Bliss=8.10, Synergy_Loewe=-30.1, Synergy_HSA=2.44.